Dataset: Full USPTO retrosynthesis dataset with 1.9M reactions from patents (1976-2016). Task: Predict the reactants needed to synthesize the given product. (1) The reactants are: [C:1]([C:4]1[C:5]([F:33])=[CH:6][C:7]([F:32])=[C:8]([C@:10]2([CH3:31])[CH2:15][C@@H:14]([C:16]3[C:17]([CH3:22])=[N:18][O:19][C:20]=3[CH3:21])[S:13][C:12]([NH:23]C(=O)OC(C)(C)C)=[N:11]2)[CH:9]=1)(=[O:3])[CH3:2].C(O)(C(F)(F)F)=O. Given the product [NH2:23][C:12]1[S:13][C@H:14]([C:16]2[C:17]([CH3:22])=[N:18][O:19][C:20]=2[CH3:21])[CH2:15][C@:10]([C:8]2[C:7]([F:32])=[CH:6][C:5]([F:33])=[C:4]([C:1](=[O:3])[CH3:2])[CH:9]=2)([CH3:31])[N:11]=1, predict the reactants needed to synthesize it. (2) Given the product [Cl:1][C:2]1[CH:7]=[C:6]([Cl:8])[CH:5]=[C:4]([Cl:9])[C:3]=1[C:10]1[C:11]([OH:52])=[CH:12][CH:13]=[CH:14][CH:15]=1, predict the reactants needed to synthesize it. The reactants are: [Cl:1][C:2]1[CH:7]=[C:6]([Cl:8])[CH:5]=[C:4]([Cl:9])[C:3]=1[C:10]1[CH:15]=[CH:14][CH:13]=[CH:12][C:11]=1COC[C:11]1[CH:12]=[CH:13][CH:14]=[CH:15][C:10]=1[C:3]1[C:2]([Cl:1])=[CH:7][C:6]([Cl:8])=[CH:5][C:4]=1[Cl:9].B(Br)(Br)Br.FC1C=CC=C(F)C=1C1C([OH:52])=CC=CC=1. (3) The reactants are: [C:1]([O:5][C:6]([N:8]1[CH2:13][CH2:12][CH2:11][CH:10]([C:14]2[C:22]3[C:17](=[N:18][CH:19]=[CH:20][C:21]=3[O:23][C:24]3[CH:32]=[CH:31][C:27]([C:28](O)=[O:29])=[CH:26][CH:25]=3)[N:16]([CH2:33][C:34]3[CH:39]=[CH:38][C:37]([O:40][CH3:41])=[CH:36][CH:35]=3)[N:15]=2)[CH2:9]1)=[O:7])([CH3:4])([CH3:3])[CH3:2].[CH3:42][C:43]1[S:47][C:46]([NH2:48])=[N:45][CH:44]=1.CN(C(ON1N=NC2C=CC=NC1=2)=[N+](C)C)C.F[P-](F)(F)(F)(F)F.CCN(C(C)C)C(C)C. Given the product [CH3:41][O:40][C:37]1[CH:36]=[CH:35][C:34]([CH2:33][N:16]2[C:17]3=[N:18][CH:19]=[CH:20][C:21]([O:23][C:24]4[CH:25]=[CH:26][C:27]([C:28](=[O:29])[NH:48][C:46]5[S:47][C:43]([CH3:42])=[CH:44][N:45]=5)=[CH:31][CH:32]=4)=[C:22]3[C:14]([CH:10]3[CH2:11][CH2:12][CH2:13][N:8]([C:6]([O:5][C:1]([CH3:2])([CH3:3])[CH3:4])=[O:7])[CH2:9]3)=[N:15]2)=[CH:39][CH:38]=1, predict the reactants needed to synthesize it. (4) Given the product [F:26][CH:25]([F:27])[C:15]1[N:14]([C:4]2[N:5]=[C:6]([N:8]3[CH2:13][CH2:12][O:11][CH2:10][CH2:9]3)[N:7]=[C:2]([NH:28][C@H:29]3[CH2:34][CH2:33][CH2:32][N:31]([C:35]([O:37][C:38]([CH3:41])([CH3:40])[CH3:39])=[O:36])[CH2:30]3)[N:3]=2)[C:18]2[CH:19]=[CH:20][CH:21]=[C:22]([O:23][CH3:24])[C:17]=2[N:16]=1, predict the reactants needed to synthesize it. The reactants are: Cl[C:2]1[N:7]=[C:6]([N:8]2[CH2:13][CH2:12][O:11][CH2:10][CH2:9]2)[N:5]=[C:4]([N:14]2[C:18]3[CH:19]=[CH:20][CH:21]=[C:22]([O:23][CH3:24])[C:17]=3[N:16]=[C:15]2[CH:25]([F:27])[F:26])[N:3]=1.[NH2:28][C@H:29]1[CH2:34][CH2:33][CH2:32][N:31]([C:35]([O:37][C:38]([CH3:41])([CH3:40])[CH3:39])=[O:36])[CH2:30]1.